This data is from Peptide-MHC class I binding affinity with 185,985 pairs from IEDB/IMGT. The task is: Regression. Given a peptide amino acid sequence and an MHC pseudo amino acid sequence, predict their binding affinity value. This is MHC class I binding data. (1) The peptide sequence is NSSYWRQGY. The MHC is HLA-B46:01 with pseudo-sequence HLA-B46:01. The binding affinity (normalized) is 0.0847. (2) The peptide sequence is CARRRLRTL. The MHC is HLA-A02:16 with pseudo-sequence HLA-A02:16. The binding affinity (normalized) is 0.0847. (3) The peptide sequence is AEESLSLEA. The MHC is HLA-B44:03 with pseudo-sequence HLA-B44:03. The binding affinity (normalized) is 0.578. (4) The peptide sequence is YPELEEVQSL. The MHC is H-2-Ld with pseudo-sequence H-2-Ld. The binding affinity (normalized) is 0.0663. (5) The peptide sequence is LSPETLVGV. The MHC is Mamu-B17 with pseudo-sequence Mamu-B17. The binding affinity (normalized) is 0.